This data is from Forward reaction prediction with 1.9M reactions from USPTO patents (1976-2016). The task is: Predict the product of the given reaction. (1) Given the reactants N([CH2:4][CH2:5][CH2:6][Si:7]([O:12][CH3:13])([O:10][CH3:11])[O:8][CH3:9])=C=O.[N-]=[C:15]=O.[C:17](=[O:20])([O-:19])[NH2:18], predict the reaction product. The product is: [CH3:15][O:20][C:17](=[O:19])[NH:18][CH2:4][CH2:5][CH2:6][Si:7]([O:12][CH3:13])([O:8][CH3:9])[O:10][CH3:11]. (2) Given the reactants [N:1]1([N:9]2[CH2:14][CH2:13][CH2:12][CH2:11][CH2:10]2)[CH2:6][CH2:5][C:4](=O)[CH2:3][C:2]1=[O:8].[Cl:15][C:16]1[CH:22]=[C:21]([Cl:23])[CH:20]=[CH:19][C:17]=1[NH2:18].O, predict the reaction product. The product is: [Cl:15][C:16]1[CH:22]=[C:21]([Cl:23])[CH:20]=[CH:19][C:17]=1[NH:18][C:4]1[CH2:5][CH2:6][N:1]([N:9]2[CH2:14][CH2:13][CH2:12][CH2:11][CH2:10]2)[C:2](=[O:8])[CH:3]=1. (3) Given the reactants [Cl:1][C:2]1[CH:3]=[CH:4][C:5]([NH:18][C:19]([C:21]2[CH:22]=[N:23][C:24](Cl)=[CH:25][CH:26]=2)=[O:20])=[C:6]([CH:17]=1)[C:7]([NH:9][C:10]1[CH:15]=[CH:14][C:13]([Cl:16])=[CH:12][N:11]=1)=[O:8].[C:28]1(B(O)O)[CH:33]=[CH:32][CH:31]=[CH:30][CH:29]=1.P([O-])([O-])([O-])=O.[K+].[K+].[K+], predict the reaction product. The product is: [Cl:1][C:2]1[CH:3]=[CH:4][C:5]([NH:18][C:19]([C:21]2[CH:22]=[N:23][C:24]([C:28]3[CH:33]=[CH:32][CH:31]=[CH:30][CH:29]=3)=[CH:25][CH:26]=2)=[O:20])=[C:6]([CH:17]=1)[C:7]([NH:9][C:10]1[CH:15]=[CH:14][C:13]([Cl:16])=[CH:12][N:11]=1)=[O:8]. (4) The product is: [NH2:11][C:8]1[CH:9]=[C:10]2[C:5](=[CH:6][CH:7]=1)[N:4]([CH:14]1[CH2:15][CH2:16][N:17]([CH3:20])[CH2:18][CH2:19]1)[C:3](=[O:21])[CH:2]2[CH3:1]. Given the reactants [CH3:1][CH:2]1[C:10]2[C:5](=[CH:6][CH:7]=[C:8]([N+:11]([O-])=O)[CH:9]=2)[N:4]([CH:14]2[CH2:19][CH2:18][N:17]([CH3:20])[CH2:16][CH2:15]2)[C:3]1=[O:21].O.NN, predict the reaction product. (5) Given the reactants [OH:1][C:2]1[C:9]([OH:10])=[CH:8][CH:7]=[CH:6][C:3]=1[CH:4]=[O:5].[H-].[Na+].Cl[CH2:14][CH2:15][CH2:16][O:17][CH3:18].[I-].[Na+].Cl, predict the reaction product. The product is: [OH:1][C:2]1[C:9]([O:10][CH2:14][CH2:15][CH2:16][O:17][CH3:18])=[CH:8][CH:7]=[CH:6][C:3]=1[CH:4]=[O:5]. (6) The product is: [CH2:1]([N:3]1[CH:7]=[C:6]([C:8]2[CH:13]=[CH:12][N:11]=[C:10]3[N:14]([S:26]([C:29]4[CH:30]=[CH:31][CH:32]=[CH:33][CH:34]=4)(=[O:27])=[O:28])[C:15]([C:17]4[CH:24]=[CH:23][C:20]([CH2:21][N:44]5[CH2:48][CH2:47][CH2:46][CH2:45]5)=[C:19]([F:25])[CH:18]=4)=[CH:16][C:9]=23)[C:5]([C:35]2[CH:36]=[CH:37][C:38]([N+:41]([O-:43])=[O:42])=[CH:39][CH:40]=2)=[N:4]1)[CH3:2]. Given the reactants [CH2:1]([N:3]1[CH:7]=[C:6]([C:8]2[CH:13]=[CH:12][N:11]=[C:10]3[N:14]([S:26]([C:29]4[CH:34]=[CH:33][CH:32]=[CH:31][CH:30]=4)(=[O:28])=[O:27])[C:15]([C:17]4[CH:24]=[CH:23][C:20]([CH:21]=O)=[C:19]([F:25])[CH:18]=4)=[CH:16][C:9]=23)[C:5]([C:35]2[CH:40]=[CH:39][C:38]([N+:41]([O-:43])=[O:42])=[CH:37][CH:36]=2)=[N:4]1)[CH3:2].[NH:44]1[CH2:48][CH2:47][CH2:46][CH2:45]1, predict the reaction product. (7) Given the reactants [CH3:1][C:2]1[S:3][CH:4]=[C:5]([CH2:7][CH2:8][OH:9])[N:6]=1.F[C:11]1[CH:16]=[CH:15][C:14]([N+:17]([O-:19])=[O:18])=[CH:13][CH:12]=1.CC(C)([O-])C.[K+].O, predict the reaction product. The product is: [CH3:1][C:2]1[S:3][CH:4]=[C:5]([CH2:7][CH2:8][O:9][C:11]2[CH:16]=[CH:15][C:14]([N+:17]([O-:19])=[O:18])=[CH:13][CH:12]=2)[N:6]=1.